From a dataset of Forward reaction prediction with 1.9M reactions from USPTO patents (1976-2016). Predict the product of the given reaction. Given the reactants [Br:1][C:2]1[S:6][C:5]([C:7]([NH:9][C@H:10]2[CH2:14][N:13]([C:15]3[S:16][C:17]4[CH2:23][CH2:22][N:21](C(OC(C)(C)C)=O)[CH2:20][CH2:19][C:18]=4[N:31]=3)[C:12](=[O:32])[CH2:11]2)=[O:8])=[CH:4][CH:3]=1.BrBr, predict the reaction product. The product is: [O:32]=[C:12]1[N:13]([C:15]2[S:16][C:17]3[CH2:23][CH2:22][NH:21][CH2:20][CH2:19][C:18]=3[N:31]=2)[CH2:14][C@H:10]([NH:9][C:7]([C:5]2[S:6][C:2]([Br:1])=[CH:3][CH:4]=2)=[O:8])[CH2:11]1.